Dataset: Catalyst prediction with 721,799 reactions and 888 catalyst types from USPTO. Task: Predict which catalyst facilitates the given reaction. (1) Reactant: [Cl:1][C:2]1[CH:7]=[CH:6][CH:5]=[C:4]([F:8])[C:3]=1[C:9](=[O:15])[CH2:10][C:11]([O:13][CH3:14])=[O:12].C(N(CC)CC)C.[N-:23]=[N+:24]=[N-]. Product: [Cl:1][C:2]1[CH:7]=[CH:6][CH:5]=[C:4]([F:8])[C:3]=1[C:9](=[O:15])[C:10](=[N+:23]=[N-:24])[C:11]([O:13][CH3:14])=[O:12]. The catalyst class is: 10. (2) Reactant: [C:1]([C:4]1[CH:12]=[CH:11][C:7]([C:8]([OH:10])=O)=[CH:6][CH:5]=1)(=[O:3])[CH3:2].[NH:13]1[CH2:18][CH2:17][O:16][CH2:15][CH2:14]1.Cl.CN(C)CCCN=C=NCC.O.ON1C2C=CC=CC=2N=N1. Product: [N:13]1([C:8]([C:7]2[CH:6]=[CH:5][C:4]([C:1](=[O:3])[CH3:2])=[CH:12][CH:11]=2)=[O:10])[CH2:18][CH2:17][O:16][CH2:15][CH2:14]1. The catalyst class is: 851. (3) Reactant: [N:1]1[CH:6]=[CH:5][C:4]([NH:7][C:8](=[O:16])OC2C=CC=CC=2)=[CH:3][CH:2]=1.[NH2:17][C:18]1[CH:19]=[C:20]([CH:45]=[CH:46][CH:47]=1)[CH2:21][N:22]1[CH2:27][CH2:26][N:25]([CH2:28][C:29]2[CH:34]=[CH:33][C:32]([C:35]([OH:44])([C:40]([F:43])([F:42])[F:41])[C:36]([F:39])([F:38])[F:37])=[CH:31][CH:30]=2)[CH2:24][CH2:23]1. Product: [F:38][C:36]([F:37])([F:39])[C:35]([C:32]1[CH:33]=[CH:34][C:29]([CH2:28][N:25]2[CH2:24][CH2:23][N:22]([CH2:21][C:20]3[CH:19]=[C:18]([NH:17][C:8]([NH:7][C:4]4[CH:3]=[CH:2][N:1]=[CH:6][CH:5]=4)=[O:16])[CH:47]=[CH:46][CH:45]=3)[CH2:27][CH2:26]2)=[CH:30][CH:31]=1)([OH:44])[C:40]([F:43])([F:42])[F:41]. The catalyst class is: 12. (4) Reactant: C(N(CC)CC)C.[CH3:8][N:9]1[C:17]2[C:12](=[CH:13][CH:14]=[CH:15][CH:16]=2)[C:11]([CH:18]=[O:19])=[N:10]1.[CH3:20][O:21][C:22]1[CH:23]=[C:24]([N:28]=[CH:29][C:30]2[CH:37]=[CH:36][C:33]([C:34]#[N:35])=[CH:32][CH:31]=2)[CH:25]=[CH:26][CH:27]=1. Product: [CH3:20][O:21][C:22]1[CH:23]=[C:24]([NH:28][CH:29]([C:30]2[CH:31]=[CH:32][C:33]([C:34]#[N:35])=[CH:36][CH:37]=2)[C:18]([C:11]2[C:12]3[C:17](=[CH:16][CH:15]=[CH:14][CH:13]=3)[N:9]([CH3:8])[N:10]=2)=[O:19])[CH:25]=[CH:26][CH:27]=1. The catalyst class is: 433. (5) Reactant: [OH:1][C:2]1[C:11]2[C:6](=[CH:7][CH:8]=[CH:9][CH:10]=2)[C:5]([NH:12][C:13](=[O:15])[CH3:14])=[CH:4][CH:3]=1.CC(C)([O-])C.[K+].[Cl:22][C:23]1[CH:28]=[N:27][CH:26]=[C:25](Cl)[N:24]=1. Product: [Cl:22][C:23]1[N:24]=[C:25]([O:1][C:2]2[C:11]3[C:6](=[CH:7][CH:8]=[CH:9][CH:10]=3)[C:5]([NH:12][C:13](=[O:15])[CH3:14])=[CH:4][CH:3]=2)[CH:26]=[N:27][CH:28]=1. The catalyst class is: 3. (6) The catalyst class is: 1. Product: [Cl:37][C:31]1[CH:32]=[CH:33][CH:34]=[C:35]([Cl:36])[C:30]=1[C:14]1[C:13]([C:11]([NH:10][C:7]2[CH:8]=[CH:9][C:4]([N:3]([CH2:38][CH3:39])[CH2:1][CH3:2])=[CH:5][CH:6]=2)=[O:12])=[C:17]([CH2:18][CH2:19][CH2:20][CH2:21][OH:22])[O:16][N:15]=1. Reactant: [CH2:1]([N:3]([CH2:38][CH3:39])[C:4]1[CH:9]=[CH:8][C:7]([NH:10][C:11]([C:13]2[C:14]([C:30]3[C:35]([Cl:36])=[CH:34][CH:33]=[CH:32][C:31]=3[Cl:37])=[N:15][O:16][C:17]=2[CH2:18][CH2:19][CH2:20][CH2:21][O:22][Si](C(C)(C)C)(C)C)=[O:12])=[CH:6][CH:5]=1)[CH3:2].CCCC[N+](CCCC)(CCCC)CCCC.[F-].Cl.